This data is from Reaction yield outcomes from USPTO patents with 853,638 reactions. The task is: Predict the reaction yield, written as a fraction of the theoretical maximum amount of product (1.0 means a 100% yield; for example, 0.34 means a 34% yield). (1) The reactants are [C:1]1(C)[C:2]([S:7](Cl)(=[O:9])=[O:8])=[CH:3][CH:4]=[CH:5][CH:6]=1.[F:12][CH2:13][CH2:14][OH:15].[CH2:16](N(CC)CC)C. The catalyst is ClCCl. The product is [CH3:16][C:5]1[CH:6]=[CH:1][C:2]([S:7]([O:15][CH2:14][CH2:13][F:12])(=[O:8])=[O:9])=[CH:3][CH:4]=1. The yield is 0.770. (2) The catalyst is C1COCC1. The yield is 0.450. The reactants are [SH:1][CH2:2][CH2:3][CH2:4][OH:5].[H-].[Na+].[O:8]=[C:9]1[C@H:13](OS(C2C=CC(C)=CC=2)(=O)=O)[CH2:12][CH2:11][O:10]1. The product is [OH:5][CH2:4][CH2:3][CH2:2][S:1][C@H:13]1[CH2:12][CH2:11][O:10][C:9]1=[O:8]. (3) The reactants are [PH2:1]([OH:3])=[O:2].[C:4]([O:23][CH3:24])(=[O:22])[CH2:5][CH2:6][CH2:7][CH2:8][CH2:9][CH2:10][CH2:11]/[CH:12]=[CH:13]\[CH2:14][CH2:15][CH2:16][CH2:17][CH2:18][CH2:19][CH2:20][CH3:21]. The catalyst is C(OOC(CC)(C)C)(CC)(C)C. The product is [CH3:24][O:23][C:4](=[O:22])[CH2:5][CH2:6][CH2:7][CH2:8][CH2:9][CH2:10][CH2:11][CH:12]([P:1]([OH:3])([CH:12]([CH2:11][CH2:10][CH2:9][CH2:8][CH2:7][CH2:6][CH2:5][C:4]([O:23][CH3:24])=[O:22])[CH2:13][CH2:14][CH2:15][CH2:16][CH2:17][CH2:18][CH2:19][CH2:20][CH3:21])=[O:2])[CH2:13][CH2:14][CH2:15][CH2:16][CH2:17][CH2:18][CH2:19][CH2:20][CH3:21]. The yield is 1.00. (4) The reactants are [C:1]([C:5]1[CH:12]=[CH:11][C:8]([CH2:9][NH2:10])=[CH:7][CH:6]=1)([CH3:4])([CH3:3])[CH3:2].[F:13][C:14]([F:20])([F:19])[CH2:15][CH2:16][CH:17]=O.[BH4-].[Na+]. The catalyst is CO.Cl. The product is [C:1]([C:5]1[CH:6]=[CH:7][C:8]([CH2:9][NH:10][CH2:17][CH2:16][CH2:15][C:14]([F:20])([F:19])[F:13])=[CH:11][CH:12]=1)([CH3:4])([CH3:2])[CH3:3]. The yield is 0.730. (5) The reactants are [Cl-].O[NH3+:3].[C:4](=[O:7])([O-])[OH:5].[Na+].CS(C)=O.[CH2:13]([C:15]1[N:16]([C:40]2[CH:45]=[CH:44][C:43]([O:46][CH:47]3[CH2:51][CH2:50][CH2:49][C@H:48]3[OH:52])=[CH:42][CH:41]=2)[C:17](=[O:39])[C:18]([CH2:24][C:25]2[CH:30]=[CH:29][C:28]([C:31]3[C:32]([C:37]#[N:38])=[CH:33][CH:34]=[CH:35][CH:36]=3)=[CH:27][CH:26]=2)=[C:19]([CH2:21][CH2:22][CH3:23])[N:20]=1)[CH3:14]. The catalyst is O. The product is [CH2:13]([C:15]1[N:16]([C:40]2[CH:45]=[CH:44][C:43]([O:46][CH:47]3[CH2:51][CH2:50][CH2:49][C@H:48]3[OH:52])=[CH:42][CH:41]=2)[C:17](=[O:39])[C:18]([CH2:24][C:25]2[CH:26]=[CH:27][C:28]([C:31]3[CH:36]=[CH:35][CH:34]=[CH:33][C:32]=3[C:37]3[NH:3][C:4](=[O:7])[O:5][N:38]=3)=[CH:29][CH:30]=2)=[C:19]([CH2:21][CH2:22][CH3:23])[N:20]=1)[CH3:14]. The yield is 0.440. (6) The reactants are [C:1]([O:5][C:6]([CH:8]1[CH2:12][CH2:11][CH2:10][N:9]1[C:13](=[O:27])[CH:14]([NH:16][C:17]([O:19]CC1C=CC=CC=1)=O)[CH3:15])=[O:7])([CH3:4])([CH3:3])[CH3:2].C([C:31]1[C:39]([Cl:40])=[CH:38][C:34](C(O)=O)=[C:33]([O:41][CH3:42])[CH:32]=1)(=O)C.C(OC(C1CCC[N:58]1[C:59](=[O:68])[CH:60]([NH:58][C:59](=[O:68])[C:60]1C=CC(N)=C(Cl)C=1)C)=O)(C)(C)C. The catalyst is CO.[Pd]. The product is [C:1]([O:5][C:6]([CH:8]1[CH2:12][CH2:11][CH2:10][N:9]1[C:13](=[O:27])[CH:14]([NH:16][C:17](=[O:19])[C:34]1[CH:38]=[C:39]([Cl:40])[C:31]([NH:58][C:59](=[O:68])[CH3:60])=[CH:32][C:33]=1[O:41][CH3:42])[CH3:15])=[O:7])([CH3:2])([CH3:3])[CH3:4]. The yield is 0.520.